From a dataset of Full USPTO retrosynthesis dataset with 1.9M reactions from patents (1976-2016). Predict the reactants needed to synthesize the given product. (1) Given the product [CH3:1][C:2]1[N:6]([CH:7]2[CH2:8][CH2:9][N:10]([CH2:13][C:14]3[CH:19]=[CH:18][C:17]([C:20]4[N:25]=[C:24]5[NH:26][C:38](=[O:39])[NH:27][C:23]5=[CH:22][C:21]=4[C:28]4[CH:29]=[CH:30][CH:31]=[CH:32][CH:33]=4)=[CH:16][CH:15]=3)[CH2:11][CH2:12]2)[C:5]2[CH:34]=[CH:35][CH:36]=[CH:37][C:4]=2[N:3]=1, predict the reactants needed to synthesize it. The reactants are: [CH3:1][C:2]1[N:6]([CH:7]2[CH2:12][CH2:11][N:10]([CH2:13][C:14]3[CH:19]=[CH:18][C:17]([C:20]4[N:25]=[C:24]([NH2:26])[C:23]([NH2:27])=[CH:22][C:21]=4[C:28]4[CH:33]=[CH:32][CH:31]=[CH:30][CH:29]=4)=[CH:16][CH:15]=3)[CH2:9][CH2:8]2)[C:5]2[CH:34]=[CH:35][CH:36]=[CH:37][C:4]=2[N:3]=1.[C:38](N1C=CN=C1)(N1C=CN=C1)=[O:39]. (2) Given the product [CH3:20][N:3]([CH3:1])[CH2:4][C:5]([C:14]1[CH:19]=[CH:18][CH:17]=[CH:16][CH:15]=1)([C:8]1[CH:9]=[CH:10][CH:11]=[CH:12][CH:13]=1)[CH2:6][NH2:7], predict the reactants needed to synthesize it. The reactants are: [CH2:1]([N:3]([CH2:20]C)[CH2:4][C:5]([C:14]1[CH:19]=[CH:18][CH:17]=[CH:16][CH:15]=1)([C:8]1[CH:13]=[CH:12][CH:11]=[CH:10][CH:9]=1)[CH2:6][NH2:7])C.CNCCO. (3) Given the product [NH2:8][CH2:7][C:6]1[C:5]([O:4][CH:1]([CH3:3])[CH3:2])=[N:12][CH:11]=[CH:10][CH:9]=1, predict the reactants needed to synthesize it. The reactants are: [CH:1]([O:4][C:5]1[N:12]=[CH:11][CH:10]=[CH:9][C:6]=1[C:7]#[N:8])([CH3:3])[CH3:2].Cl. (4) The reactants are: [C:1]1([Mg]Br)[CH:6]=[CH:5][CH:4]=[CH:3][CH:2]=1.[CH3:9][O:10][C:11]1[CH:18]=[CH:17][C:14]([C:15]#[N:16])=[CH:13][CH:12]=1. Given the product [CH3:9][O:10][C:11]1[CH:18]=[CH:17][C:14]([CH:15]([C:1]2[CH:6]=[CH:5][CH:4]=[CH:3][CH:2]=2)[NH2:16])=[CH:13][CH:12]=1, predict the reactants needed to synthesize it. (5) The reactants are: Br[C:2]1[CH:3]=[C:4]2[C:9](=[CH:10][CH:11]=1)[O:8][CH2:7][CH2:6][C:5]2([CH3:13])[CH3:12].C1C[O:17][CH2:16]C1.[Li]CCCC.CN(C=O)C. Given the product [CH3:12][C:5]1([CH3:13])[C:4]2[C:9](=[CH:10][CH:11]=[C:2]([CH:16]=[O:17])[CH:3]=2)[O:8][CH2:7][CH2:6]1, predict the reactants needed to synthesize it. (6) Given the product [CH3:26][N:27]([CH3:37])[C:28]1[CH:33]=[CH:32][C:31]([C:2]2[N:11]=[C:10]([NH:12][CH2:13][CH:14]([C:20]3[CH:21]=[N:22][CH:23]=[CH:24][CH:25]=3)[C:15]3[NH:16][CH:17]=[CH:18][CH:19]=3)[C:9]3[C:4](=[CH:5][CH:6]=[CH:7][CH:8]=3)[N:3]=2)=[CH:30][CH:29]=1, predict the reactants needed to synthesize it. The reactants are: Cl[C:2]1[N:11]=[C:10]([NH:12][CH2:13][CH:14]([C:20]2[CH:21]=[N:22][CH:23]=[CH:24][CH:25]=2)[C:15]2[NH:16][CH:17]=[CH:18][CH:19]=2)[C:9]2[C:4](=[CH:5][CH:6]=[CH:7][CH:8]=2)[N:3]=1.[CH3:26][N:27]([CH3:37])[C:28]1[CH:33]=[CH:32][C:31](B(O)O)=[CH:30][CH:29]=1.C1(C(C2C=CC=CN=2)CNC2C3C(=CC=CC=3)N=C(C3C=CC(NS(C)(=O)=O)=CC=3)N=2)C=CC=CC=1.